From a dataset of Choline transporter screen with 302,306 compounds. Binary Classification. Given a drug SMILES string, predict its activity (active/inactive) in a high-throughput screening assay against a specified biological target. (1) The molecule is S=C(Nc1c(N2CCC(CC2)C)cccc1)NC(=O)c1oc(c2cc([N+]([O-])=O)ccc2)cc1. The result is 0 (inactive). (2) The drug is s1c(c2onc(c2)C(=O)Nc2cc(ccc2)C(=O)C)ccc1. The result is 0 (inactive).